From a dataset of Full USPTO retrosynthesis dataset with 1.9M reactions from patents (1976-2016). Predict the reactants needed to synthesize the given product. (1) Given the product [F:21][C:22]1[CH:23]=[C:24]([CH:35]=[CH:36][CH:37]=1)[C:25]([NH:27][C:28]1[CH:33]=[CH:32][C:31]([O:34][CH2:16][CH2:15][CH2:14][O:13][C:10]2[CH:9]=[CH:8][C:7]([CH2:6][C@H:5]([O:18][CH3:19])[C:4]([OH:3])=[O:20])=[CH:12][CH:11]=2)=[CH:30][CH:29]=1)=[O:26], predict the reactants needed to synthesize it. The reactants are: C([O:3][C:4](=[O:20])[C@@H:5]([O:18][CH3:19])[CH2:6][C:7]1[CH:12]=[CH:11][C:10]([O:13][CH2:14][CH2:15][CH2:16]Br)=[CH:9][CH:8]=1)C.[F:21][C:22]1[CH:23]=[C:24]([CH:35]=[CH:36][CH:37]=1)[C:25]([NH:27][C:28]1[CH:33]=[CH:32][C:31]([OH:34])=[CH:30][CH:29]=1)=[O:26].[OH-].[Na+]. (2) Given the product [C:1]([O:5][C:6]([N:8]1[CH2:12][C@@H:11]([CH2:13][CH:14]2[CH2:19][CH2:18][CH2:17][CH2:16][CH2:15]2)[C@H:10]([CH2:20][N:21]([CH2:22][CH2:23][CH2:24][C:25]([O:27][C:28]([CH3:31])([CH3:30])[CH3:29])=[O:26])[C:43]([CH:41]2[C:40]3[C:35](=[CH:36][CH:37]=[CH:38][CH:39]=3)[NH:34][C:33](=[O:32])[CH2:42]2)=[O:44])[CH2:9]1)=[O:7])([CH3:3])([CH3:4])[CH3:2], predict the reactants needed to synthesize it. The reactants are: [C:1]([O:5][C:6]([N:8]1[CH2:12][C@@H:11]([CH2:13][CH:14]2[CH2:19][CH2:18][CH2:17][CH2:16][CH2:15]2)[C@H:10]([CH2:20][NH:21][CH2:22][CH2:23][CH2:24][C:25]([O:27][C:28]([CH3:31])([CH3:30])[CH3:29])=[O:26])[CH2:9]1)=[O:7])([CH3:4])([CH3:3])[CH3:2].[O:32]=[C:33]1[CH2:42][CH:41]([C:43](O)=[O:44])[C:40]2[C:35](=[CH:36][CH:37]=[CH:38][CH:39]=2)[NH:34]1. (3) Given the product [F:1][C:2]1[CH:3]=[C:4]2[N:10]=[CH:9][N:8]([CH2:11][C:12]3[CH:22]=[CH:21][C:15]4[N:16]=[C:17]([S:19]([CH3:20])=[O:31])[O:18][C:14]=4[CH:13]=3)[C:5]2=[N:6][CH:7]=1, predict the reactants needed to synthesize it. The reactants are: [F:1][C:2]1[CH:3]=[C:4]2[N:10]=[CH:9][N:8]([CH2:11][C:12]3[CH:22]=[CH:21][C:15]4[N:16]=[C:17]([S:19][CH3:20])[O:18][C:14]=4[CH:13]=3)[C:5]2=[N:6][CH:7]=1.ClC1C=CC=C(C(OO)=[O:31])C=1. (4) The reactants are: [N:1]1([CH2:6][C:7]2[CH:12]=[CH:11][C:10]([CH2:13][CH2:14][NH2:15])=[CH:9][CH:8]=2)[CH2:5][CH2:4][CH2:3][CH2:2]1.[CH:16](=O)[CH:17]([CH3:19])[CH3:18].[BH-](OC(C)=O)(OC(C)=O)OC(C)=O.[Na+].C([O-])(O)=O.[Na+]. Given the product [CH2:16]([NH:15][CH2:14][CH2:13][C:10]1[CH:11]=[CH:12][C:7]([CH2:6][N:1]2[CH2:5][CH2:4][CH2:3][CH2:2]2)=[CH:8][CH:9]=1)[CH:17]([CH3:19])[CH3:18], predict the reactants needed to synthesize it. (5) Given the product [CH3:14][O:1][CH2:2][C:3]1[N:8]=[C:7]([C:9]([OH:11])=[O:10])[CH:6]=[CH:5][CH:4]=1, predict the reactants needed to synthesize it. The reactants are: [OH:1][CH2:2][C:3]1[N:8]=[C:7]([C:9]([OH:11])=[O:10])[CH:6]=[CH:5][CH:4]=1.[H-].[Na+].[CH3:14]I.